This data is from Reaction yield outcomes from USPTO patents with 853,638 reactions. The task is: Predict the reaction yield, written as a fraction of the theoretical maximum amount of product (1.0 means a 100% yield; for example, 0.34 means a 34% yield). (1) The reactants are [CH3:1][C:2]([S:8][CH2:9][C:10]1[C:15]([O:16][CH3:17])=[CH:14][C:13]([O:18][CH3:19])=[CH:12][C:11]=1[O:20][CH3:21])([CH3:7])[CH2:3][C:4]([OH:6])=[O:5].C(=O)(O)[O-].[Na+].[Cl:27][CH2:28][C:29]([CH2:31]Cl)=[O:30]. The catalyst is CN(C=O)C. The product is [CH3:7][C:2]([S:8][CH2:9][C:10]1[C:15]([O:16][CH3:17])=[CH:14][C:13]([O:18][CH3:19])=[CH:12][C:11]=1[O:20][CH3:21])([CH3:1])[CH2:3][C:4]([O:6][CH2:31][C:29](=[O:30])[CH2:28][Cl:27])=[O:5]. The yield is 0.570. (2) The reactants are Cl[C:2]1[N:10]=[C:9]([S:11][CH2:12][C:13]2[CH:18]=[CH:17][CH:16]=[CH:15][CH:14]=2)[N:8]=[C:7]2[C:3]=1[NH:4][C:5](=[O:19])[NH:6]2.CN1CCCC1=O.O.Cl.[NH2:29][C@H:30]([CH2:32][OH:33])[CH3:31]. No catalyst specified. The product is [OH:33][CH2:32][C@H:30]([NH:29][C:2]1[N:10]=[C:9]([S:11][CH2:12][C:13]2[CH:18]=[CH:17][CH:16]=[CH:15][CH:14]=2)[N:8]=[C:7]2[C:3]=1[NH:4][C:5](=[O:19])[NH:6]2)[CH3:31]. The yield is 0.190. (3) The reactants are [CH3:1][O:2][C:3]1[CH:8]=[CH:7][C:6]([C:9]2[S:13][C:12]3[CH:14]=[C:15]([O:18][CH3:19])[CH:16]=[CH:17][C:11]=3[CH:10]=2)=[CH:5][CH:4]=1.[CH3:20][O:21][C:22]1[CH:30]=[CH:29][CH:28]=[C:27]([O:31][CH3:32])[C:23]=1[C:24](Cl)=[O:25].[Al+3].[Cl-].[Cl-].[Cl-].O. The catalyst is C(Cl)Cl.CCOC(C)=O. The product is [CH3:32][O:31][C:27]1[CH:28]=[CH:29][CH:30]=[C:22]([O:21][CH3:20])[C:23]=1[C:24]([C:10]1[C:11]2[CH:17]=[CH:16][C:15]([O:18][CH3:19])=[CH:14][C:12]=2[S:13][C:9]=1[C:6]1[CH:7]=[CH:8][C:3]([O:2][CH3:1])=[CH:4][CH:5]=1)=[O:25]. The yield is 0.600.